This data is from Forward reaction prediction with 1.9M reactions from USPTO patents (1976-2016). The task is: Predict the product of the given reaction. (1) Given the reactants C[O:2][C:3](=O)[CH2:4][C:5]([CH3:7])=[O:6].[H-].[Na+].[Li]CCCC.[CH2:16]([O:23][C:24]1[CH:29]=[CH:28][C:27]([CH2:30][CH2:31][C:32]([CH:34]2[CH2:38][CH2:37][CH2:36][CH2:35]2)=[O:33])=[CH:26][CH:25]=1)[C:17]1[CH:22]=[CH:21][CH:20]=[CH:19][CH:18]=1, predict the reaction product. The product is: [CH2:16]([O:23][C:24]1[CH:25]=[CH:26][C:27]([CH2:30][CH2:31][C:32]2([CH:34]3[CH2:35][CH2:36][CH2:37][CH2:38]3)[O:33][C:3](=[O:2])[CH2:4][C:5](=[O:6])[CH2:7]2)=[CH:28][CH:29]=1)[C:17]1[CH:18]=[CH:19][CH:20]=[CH:21][CH:22]=1. (2) Given the reactants [Br:1][C:2]1[S:6][C:5]([C:7]2[N:8]=[N:9][N:10](CC(OCC)=O)[N:11]=2)=[N:4][N:3]=1.BrC1SC(C#N)=NN=1.[N-]=[N+]=[N-].[Na+].Cl, predict the reaction product. The product is: [Br:1][C:2]1[S:6][C:5]([C:7]2[NH:11][N:10]=[N:9][N:8]=2)=[N:4][N:3]=1. (3) Given the reactants [CH3:1][C:2]1([CH3:39])[O:7][C:6]2[CH:8]=[CH:9][C:10]([C@H:12]3[O:16]C(=O)[N:14]([CH2:18][CH2:19][CH2:20][CH2:21][CH2:22][CH2:23][O:24][CH2:25][CH2:26][CH2:27][CH2:28][C:29]4[CH:30]=[C:31]([S:35]([NH2:38])(=[O:37])=[O:36])[CH:32]=[CH:33][CH:34]=4)[CH2:13]3)=[CH:11][C:5]=2[CH2:4][O:3]1, predict the reaction product. The product is: [CH3:1][C:2]1([CH3:39])[O:7][C:6]2[CH:8]=[CH:9][C:10]([C@@H:12]([OH:16])[CH2:13][NH:14][CH2:18][CH2:19][CH2:20][CH2:21][CH2:22][CH2:23][O:24][CH2:25][CH2:26][CH2:27][CH2:28][C:29]3[CH:30]=[C:31]([S:35]([NH2:38])(=[O:37])=[O:36])[CH:32]=[CH:33][CH:34]=3)=[CH:11][C:5]=2[CH2:4][O:3]1. (4) Given the reactants F[C:2]1[C:7]2=[CH:8][CH:9]=[C:10]3[C:19]([N:18]=[C:17]4[C:12]([CH:13]=[CH:14][CH:15]=[C:16]4[C:20]([OH:22])=[O:21])=[N:11]3)=[C:6]2[CH:5]=[CH:4][CH:3]=1.[CH3:23][S-:24].[Na+], predict the reaction product. The product is: [CH3:23][S:24][C:2]1[C:7]2=[CH:8][CH:9]=[C:10]3[C:19]([N:18]=[C:17]4[C:12]([CH:13]=[CH:14][CH:15]=[C:16]4[C:20]([OH:22])=[O:21])=[N:11]3)=[C:6]2[CH:5]=[CH:4][CH:3]=1. (5) Given the reactants [NH:1]1[CH2:7][CH2:6][CH2:5][CH:4]([NH:8][C:9](=[O:39])[C:10]2[CH:15]=[CH:14][C:13]([NH:16][C:17]3[N:18]=[CH:19][C:20]4[N:26]([CH3:27])[C:25](=[O:28])[C:24]([F:30])([F:29])[CH2:23][N:22]([CH:31]5[CH2:35][CH2:34][CH2:33][CH2:32]5)[C:21]=4[N:36]=3)=[C:12]([O:37][CH3:38])[CH:11]=2)[CH2:3][CH2:2]1.[CH3:40]I, predict the reaction product. The product is: [CH:31]1([N:22]2[CH2:23][C:24]([F:30])([F:29])[C:25](=[O:28])[N:26]([CH3:27])[C:20]3[CH:19]=[N:18][C:17]([NH:16][C:13]4[CH:14]=[CH:15][C:10]([C:9]([NH:8][CH:4]5[CH2:5][CH2:6][CH2:7][N:1]([CH3:40])[CH2:2][CH2:3]5)=[O:39])=[CH:11][C:12]=4[O:37][CH3:38])=[N:36][C:21]2=3)[CH2:35][CH2:34][CH2:33][CH2:32]1. (6) Given the reactants [CH3:1][C:2]1[O:6][C:5](=[O:7])[O:4][C:3]=1[CH2:8][O:9]C(=O)SCC.C(Cl)[Cl:16], predict the reaction product. The product is: [C:5]([Cl:16])(=[O:7])[OH:4].[OH:9][CH2:8][C:3]1[O:4][C:5](=[O:7])[O:6][C:2]=1[CH3:1]. (7) Given the reactants [Cl:1][C:2]1[N:3]([CH2:10][C@:11]2([CH3:14])[CH2:13][O:12]2)[CH:4]=[C:5]([N+:7]([O-:9])=[O:8])[N:6]=1.[F:15][C:16]([F:31])([F:30])[C:17]1[CH:29]=[CH:28][C:20]([O:21][CH:22]2[CH2:27][CH2:26][NH:25][CH2:24][CH2:23]2)=[CH:19][CH:18]=1.O, predict the reaction product. The product is: [Cl:1][C:2]1[N:3]([CH2:10][C@@:11]([CH3:14])([OH:12])[CH2:13][N:25]2[CH2:24][CH2:23][CH:22]([O:21][C:20]3[CH:19]=[CH:18][C:17]([C:16]([F:15])([F:30])[F:31])=[CH:29][CH:28]=3)[CH2:27][CH2:26]2)[CH:4]=[C:5]([N+:7]([O-:9])=[O:8])[N:6]=1.